Dataset: Reaction yield outcomes from USPTO patents with 853,638 reactions. Task: Predict the reaction yield, written as a fraction of the theoretical maximum amount of product (1.0 means a 100% yield; for example, 0.34 means a 34% yield). (1) The reactants are [OH:1][C:2]1[CH:3]=[CH:4][C:5]([N+:21]([O-:23])=[O:22])=[C:6]([C:8](=[O:20])/[CH:9]=[CH:10]/[C:11]2[CH:12]=[C:13]([CH:17]=[CH:18][CH:19]=2)[C:14]([OH:16])=[O:15])[CH:7]=1.[CH2:24](O)[CH3:25]. No catalyst specified. The product is [OH:1][C:2]1[CH:3]=[CH:4][C:5]([N+:21]([O-:23])=[O:22])=[C:6]([C:8](=[O:20])/[CH:9]=[CH:10]/[C:11]2[CH:12]=[C:13]([CH:17]=[CH:18][CH:19]=2)[C:14]([O:16][CH2:24][CH3:25])=[O:15])[CH:7]=1. The yield is 0.950. (2) The reactants are [CH2:1]([Sn:5](=[O:10])[CH2:6][CH2:7][CH2:8][CH3:9])[CH2:2][CH2:3][CH3:4].[CH3:11][CH:12]([CH3:16])[CH2:13][CH2:14][OH:15]. No catalyst specified. The product is [CH2:1]([Sn:5]([CH2:6][CH2:7][CH2:8][CH3:9])([O:15][CH2:14][CH2:13][CH:12]([CH3:16])[CH3:11])[O:10][Sn:5]([CH2:6][CH2:7][CH2:8][CH3:9])([CH2:1][CH2:2][CH2:3][CH3:4])[O:15][CH2:14][CH2:13][CH:12]([CH3:16])[CH3:11])[CH2:2][CH2:3][CH3:4]. The yield is 0.990. (3) The reactants are [CH3:1][C:2]1[CH:6]=[CH:5][S:4][C:3]=1[C:7]1[C:8](=[O:18])[NH:9][C:10](=[O:17])[N:11]([CH2:13][CH2:14][CH:15]=O)[CH:12]=1.[F:19][C:20]([F:34])([F:33])[C:21]1[CH:26]=[CH:25][C:24]([C@:27]23[CH2:32][C@H:31]2[CH2:30][NH:29][CH2:28]3)=[CH:23][CH:22]=1.CC(O)=O.[BH-](OC(C)=O)(OC(C)=O)OC(C)=O.[Na+].[Cl:53]CCCl. The catalyst is C(OCC)C. The product is [ClH:53].[CH3:1][C:2]1[CH:6]=[CH:5][S:4][C:3]=1[C:7]1[C:8](=[O:18])[NH:9][C:10](=[O:17])[N:11]([CH2:13][CH2:14][CH2:15][N:29]2[CH2:30][C@H:31]3[C@:27]([C:24]4[CH:23]=[CH:22][C:21]([C:20]([F:19])([F:34])[F:33])=[CH:26][CH:25]=4)([CH2:32]3)[CH2:28]2)[CH:12]=1. The yield is 0.420. (4) The product is [Cl:1][C:2]1[CH:3]=[C:4]([N:8]2[CH2:9][CH2:10][N:11]([CH2:14][CH2:15][NH:16][CH2:33][C:25]3[CH:26]=[C:27]([C:28]4[O:29][CH:30]=[CH:31][CH:32]=4)[N:23]([C:17]4[CH:22]=[CH:21][CH:20]=[CH:19][CH:18]=4)[N:24]=3)[CH2:12][CH2:13]2)[CH:5]=[CH:6][CH:7]=1. The reactants are [Cl:1][C:2]1[CH:3]=[C:4]([N:8]2[CH2:13][CH2:12][N:11]([CH2:14][CH2:15][NH2:16])[CH2:10][CH2:9]2)[CH:5]=[CH:6][CH:7]=1.[C:17]1([N:23]2[C:27]([C:28]3[O:29][CH:30]=[CH:31][CH:32]=3)=[CH:26][C:25]([CH:33]=O)=[N:24]2)[CH:22]=[CH:21][CH:20]=[CH:19][CH:18]=1. The yield is 0.686. No catalyst specified. (5) The reactants are [N+:1]([C:4]1[CH:9]=[CH:8][CH:7]=[C:6]([N+:10]([O-:12])=[O:11])[CH:5]=1)([O-:3])=[O:2].S(=O)(=O)(O)O.C1C(=O)N([Br:25])C(=O)C1. No catalyst specified. The product is [Br:25][C:8]1[CH:9]=[C:4]([N+:1]([O-:3])=[O:2])[CH:5]=[C:6]([N+:10]([O-:12])=[O:11])[CH:7]=1. The yield is 0.960. (6) The reactants are [O:1]1[C:5]2([CH2:10][CH2:9][CH:8]([C:11]([O:13]CC)=O)[CH2:7][CH2:6]2)[O:4][CH2:3][CH2:2]1.Cl.[CH3:17][NH:18][O:19][CH3:20].C([Mg]Cl)(C)C.O. The catalyst is C1COCC1. The product is [CH3:20][O:19][N:18]([CH3:17])[C:11]([CH:8]1[CH2:7][CH2:6][C:5]2([O:1][CH2:2][CH2:3][O:4]2)[CH2:10][CH2:9]1)=[O:13]. The yield is 0.990. (7) The reactants are [F:1][CH2:2][C@H:3]1[CH2:8][CH2:7][C@H:6]([N:9]2[C:14]3[C:15]4[CH:21]=[CH:20][N:19]([CH2:22][O:23][CH2:24][CH2:25][Si:26]([CH3:29])([CH3:28])[CH3:27])[C:16]=4[N:17]=[CH:18][C:13]=3[C:12](=[O:30])[NH:11][CH2:10]2)[CH2:5][CH2:4]1.[H-].[Na+].[CH3:33]I.[Cl-].[NH4+]. The catalyst is CN(C)C=O. The product is [F:1][CH2:2][C@H:3]1[CH2:8][CH2:7][C@H:6]([N:9]2[C:14]3[C:15]4[CH:21]=[CH:20][N:19]([CH2:22][O:23][CH2:24][CH2:25][Si:26]([CH3:27])([CH3:29])[CH3:28])[C:16]=4[N:17]=[CH:18][C:13]=3[C:12](=[O:30])[N:11]([CH3:33])[CH2:10]2)[CH2:5][CH2:4]1. The yield is 0.790. (8) The reactants are [Cl:1][C:2]1[C:3]([NH:16][CH:17]2[CH2:27][CH2:26][C:20]3([CH2:25][CH2:24][NH:23][CH2:22][CH2:21]3)[CH2:19][CH2:18]2)=[N:4][C:5]([NH:8][C:9]2[C:10]([CH3:15])=[N:11][N:12]([CH3:14])[CH:13]=2)=[N:6][CH:7]=1.[C:28]([CH2:30][C:31](O)=[O:32])#[N:29].CN(C(ON1N=NC2C=CC=NC1=2)=[N+](C)C)C.F[P-](F)(F)(F)(F)F.CCN(CC)CC. The catalyst is C(Cl)Cl.CN(C=O)C. The product is [Cl:1][C:2]1[C:3]([NH:16][CH:17]2[CH2:27][CH2:26][C:20]3([CH2:25][CH2:24][N:23]([C:31](=[O:32])[CH2:30][C:28]#[N:29])[CH2:22][CH2:21]3)[CH2:19][CH2:18]2)=[N:4][C:5]([NH:8][C:9]2[C:10]([CH3:15])=[N:11][N:12]([CH3:14])[CH:13]=2)=[N:6][CH:7]=1. The yield is 0.728. (9) The reactants are [C:1]([C:4]1[CH:5]=[C:6]([CH:17]=[CH:18][CH:19]=1)[O:7][C:8]1[CH:13]=[CH:12][C:11]([N+:14]([O-])=O)=[CH:10][CH:9]=1)([OH:3])=[O:2]. The catalyst is CO.[Pd]. The product is [C:1]([C:4]1[CH:5]=[C:6]([CH:17]=[CH:18][CH:19]=1)[O:7][C:8]1[CH:13]=[CH:12][C:11]([NH2:14])=[CH:10][CH:9]=1)([OH:3])=[O:2]. The yield is 0.480. (10) The reactants are CS(O[CH2:6][C:7]1[C:8]([CH3:33])=[N:9][C:10]([CH2:29][CH:30]([CH3:32])[CH3:31])=[C:11]([CH2:20][NH:21][C:22]([O:24][C:25]([CH3:28])([CH3:27])[CH3:26])=[O:23])[C:12]=1[C:13]1[CH:18]=[CH:17][C:16]([CH3:19])=[CH:15][CH:14]=1)(=O)=O.C(N(CC)CC)C.Cl.[CH2:42]([O:44][C:45](=[O:48])[CH2:46][NH2:47])[CH3:43].O. The catalyst is O1CCCC1. The product is [C:25]([O:24][C:22]([NH:21][CH2:20][C:11]1[C:12]([C:13]2[CH:14]=[CH:15][C:16]([CH3:19])=[CH:17][CH:18]=2)=[C:7]([CH2:6][NH:47][CH2:46][C:45]([O:44][CH2:42][CH3:43])=[O:48])[C:8]([CH3:33])=[N:9][C:10]=1[CH2:29][CH:30]([CH3:31])[CH3:32])=[O:23])([CH3:27])([CH3:28])[CH3:26]. The yield is 0.610.